This data is from Forward reaction prediction with 1.9M reactions from USPTO patents (1976-2016). The task is: Predict the product of the given reaction. Given the reactants [O:1]=[C:2]1[N:6]([C:7]2[CH:12]=[CH:11][C:10]([C:13]3([C:16]([N:18]4[CH2:22][CH2:21][C@@:20]5([C:30]6[CH:29]=[CH:28][N:27]=[CH:26][C:25]=6[C:24](=[O:31])[O:23]5)[CH2:19]4)=[O:17])[CH2:15][CH2:14]3)=[CH:9][CH:8]=2)[C:5]2[CH:32]=[CH:33][CH:34]=[CH:35][C:4]=2[NH:3]1.[CH3:36]S(C)=O.C(=O)([O-])[O-].[K+].[K+].CI, predict the reaction product. The product is: [CH3:36][N:3]1[C:4]2[CH:35]=[CH:34][CH:33]=[CH:32][C:5]=2[N:6]([C:7]2[CH:12]=[CH:11][C:10]([C:13]3([C:16]([N:18]4[CH2:22][CH2:21][C@@:20]5([C:30]6[CH:29]=[CH:28][N:27]=[CH:26][C:25]=6[C:24](=[O:31])[O:23]5)[CH2:19]4)=[O:17])[CH2:15][CH2:14]3)=[CH:9][CH:8]=2)[C:2]1=[O:1].